Dataset: Catalyst prediction with 721,799 reactions and 888 catalyst types from USPTO. Task: Predict which catalyst facilitates the given reaction. (1) Reactant: [Cl:1][C:2]1[CH:3]=[CH:4][C:5]([N:8]2[CH2:14][C@@H:13]([CH3:15])[C:12]3=[N:16][N:17]=[C:18]([CH3:19])[N:11]3[C:10]3[CH:20]=[CH:21][C:22](B4OC(C)(C)C(C)(C)O4)=[CH:23][C:9]2=3)=[N:6][CH:7]=1.Br[C:34]1[N:35]=[CH:36][C:37]([NH2:40])=[N:38][CH:39]=1.C([O-])([O-])=O.[Cs+].[Cs+]. Product: [Cl:1][C:2]1[CH:3]=[CH:4][C:5]([N:8]2[CH2:14][C@@H:13]([CH3:15])[C:12]3=[N:16][N:17]=[C:18]([CH3:19])[N:11]3[C:10]3[CH:20]=[CH:21][C:22]([C:34]4[N:35]=[CH:36][C:37]([NH2:40])=[N:38][CH:39]=4)=[CH:23][C:9]2=3)=[N:6][CH:7]=1. The catalyst class is: 70. (2) Reactant: [F:1][C:2]1[CH:7]=[CH:6][C:5]([CH2:8][C@H:9]([NH:27]C(=O)OC(C)(C)C)[C:10]([NH:12][C:13]2[N:17]([CH3:18])[N:16]=[C:15]([C:19]3[CH:24]=[CH:23][N:22]=[C:21]([NH:25][CH3:26])[N:20]=3)[CH:14]=2)=[O:11])=[CH:4][CH:3]=1.Cl. Product: [NH2:27][C@@H:9]([CH2:8][C:5]1[CH:4]=[CH:3][C:2]([F:1])=[CH:7][CH:6]=1)[C:10]([NH:12][C:13]1[N:17]([CH3:18])[N:16]=[C:15]([C:19]2[CH:24]=[CH:23][N:22]=[C:21]([NH:25][CH3:26])[N:20]=2)[CH:14]=1)=[O:11]. The catalyst class is: 12. (3) Reactant: [C:1]1([CH:7]([CH2:11][C:12](=O)[CH3:13])[C:8](=O)[CH3:9])[CH:6]=[CH:5][CH:4]=[CH:3][CH:2]=1.C(N(CC)CC)C.Cl.[NH2:23][CH2:24][C:25]([O:27][CH2:28][CH3:29])=[O:26]. Product: [CH3:9][C:8]1[N:23]([CH2:24][C:25]([O:27][CH2:28][CH3:29])=[O:26])[C:12]([CH3:13])=[CH:11][C:7]=1[C:1]1[CH:6]=[CH:5][CH:4]=[CH:3][CH:2]=1. The catalyst class is: 68.